This data is from Full USPTO retrosynthesis dataset with 1.9M reactions from patents (1976-2016). The task is: Predict the reactants needed to synthesize the given product. (1) Given the product [F:11][C:3]1[CH:4]=[CH:5][C:6]([C:8]([OH:10])=[O:9])=[N:7][C:2]=1[C:14]1[CH:15]=[CH:16][CH:17]=[CH:18][C:13]=1[F:12], predict the reactants needed to synthesize it. The reactants are: Br[C:2]1[N:7]=[C:6]([C:8]([OH:10])=[O:9])[CH:5]=[CH:4][C:3]=1[F:11].[F:12][C:13]1[CH:18]=[CH:17][CH:16]=[CH:15][C:14]=1B(O)O. (2) Given the product [C:25]([C:22]1[CH:23]=[CH:24][C:19]([C:18]([NH:17][C:16]2[C:11]([C:9]([NH:8][C:5]3[CH:4]=[CH:3][C:2]([Cl:1])=[CH:7][N:6]=3)=[O:10])=[N:12][CH:13]=[CH:14][CH:15]=2)=[O:35])=[C:20]([OH:31])[CH:21]=1)(=[O:26])[CH3:30], predict the reactants needed to synthesize it. The reactants are: [Cl:1][C:2]1[CH:3]=[CH:4][C:5]([NH:8][C:9]([C:11]2[C:16]([NH:17][C:18](=[O:35])[C:19]3[CH:24]=[CH:23][C:22]([C:25]4([CH3:30])OCC[O:26]4)=[CH:21][C:20]=3[O:31]COC)=[CH:15][CH:14]=[CH:13][N:12]=2)=[O:10])=[N:6][CH:7]=1.C(O)(C(F)(F)F)=O. (3) Given the product [Br:1][C:2]1[CH:3]=[CH:4][C:5]2[N:17]=[CH:18][N:8]([CH2:9][C:10]3[CH:11]=[N:12][CH:13]=[C:14]([F:16])[CH:15]=3)[C:6]=2[CH:7]=1, predict the reactants needed to synthesize it. The reactants are: [Br:1][C:2]1[CH:7]=[C:6]([NH:8][CH2:9][C:10]2[CH:11]=[N:12][CH:13]=[C:14]([F:16])[CH:15]=2)[C:5]([NH2:17])=[CH:4][CH:3]=1.[CH:18](O)=O. (4) The reactants are: P(Cl)(Cl)(Cl)=O.[C:6]([C:9]12[CH2:16][CH2:15][C:12]([C:17]([O:19][CH3:20])=[O:18])([CH2:13][CH2:14]1)[CH2:11][CH2:10]2)(=O)[NH2:7]. Given the product [C:6]([C:9]12[CH2:16][CH2:15][C:12]([C:17]([O:19][CH3:20])=[O:18])([CH2:13][CH2:14]1)[CH2:11][CH2:10]2)#[N:7], predict the reactants needed to synthesize it. (5) Given the product [CH:1]1([CH2:4][NH:5][C:6]([NH:7][C:8]2[CH:9]=[CH:10][C:11]([C:12]([N:14]3[CH2:19][CH2:18][NH:17][CH2:16][CH2:15]3)=[O:13])=[CH:27][CH:28]=2)=[O:29])[CH2:2][CH2:3]1, predict the reactants needed to synthesize it. The reactants are: [CH:1]1([CH2:4][NH:5][C:6](=[O:29])[NH:7][C:8]2[CH:28]=[CH:27][C:11]([C:12]([N:14]3[CH2:19][CH2:18][N:17](C(OC(C)(C)C)=O)[CH2:16][CH2:15]3)=[O:13])=[CH:10][CH:9]=2)[CH2:3][CH2:2]1.FC(F)(F)C(O)=O. (6) The reactants are: [NH2:1][C:2]1[CH:6]=[CH:5][NH:4][N:3]=1.OP([O-])([O-])=O.[K+].[K+].[Cl:14][CH2:15][CH2:16][CH2:17][C:18](Cl)=[O:19].[OH2:21]. Given the product [Cl:14][CH2:15][CH2:16][CH2:17][C:18]([NH:1][C:2]1[CH:6]=[CH:5][N:4]([C:18](=[O:21])[CH2:17][CH2:16][CH2:15][Cl:14])[N:3]=1)=[O:19], predict the reactants needed to synthesize it. (7) The reactants are: [F:1][C:2]1[CH:9]=[C:8]([F:10])[CH:7]=[CH:6][C:3]=1[CH:4]=O.[C:11]([NH:14][NH2:15])([NH2:13])=[NH:12].[ClH:16]. Given the product [ClH:16].[F:1][C:2]1[CH:9]=[C:8]([F:10])[CH:7]=[CH:6][C:3]=1[CH:4]=[N:15][NH:14][C:11]([NH2:13])=[NH:12], predict the reactants needed to synthesize it. (8) Given the product [S:1]1[C:5]2[CH:6]=[C:7]([CH2:10][OH:11])[CH:8]=[CH:9][C:4]=2[N:3]=[CH:2]1, predict the reactants needed to synthesize it. The reactants are: [S:1]1[C:5]2[CH:6]=[C:7]([C:10](OCC)=[O:11])[CH:8]=[CH:9][C:4]=2[N:3]=[CH:2]1.[H-].C([Al+]CC(C)C)C(C)C.C(OCC)(=O)C.C(=O)(O)[O-].[Na+].